Task: Predict which catalyst facilitates the given reaction.. Dataset: Catalyst prediction with 721,799 reactions and 888 catalyst types from USPTO (1) Reactant: [OH:1][CH2:2][C@H:3]1[C@H:7]([C:8]2[CH:13]=[CH:12][CH:11]=[CH:10][CH:9]=2)[O:6][C:5](=[O:14])[NH:4]1.CCN(CC)CC.[CH3:22][C:23]([Si:26](Cl)([C:33]1[CH:38]=[CH:37][CH:36]=[CH:35][CH:34]=1)[C:27]1[CH:32]=[CH:31][CH:30]=[CH:29][CH:28]=1)([CH3:25])[CH3:24]. Product: [Si:26]([O:1][CH2:2][C@H:3]1[C@H:7]([C:8]2[CH:13]=[CH:12][CH:11]=[CH:10][CH:9]=2)[O:6][C:5](=[O:14])[NH:4]1)([C:23]([CH3:25])([CH3:24])[CH3:22])([C:33]1[CH:34]=[CH:35][CH:36]=[CH:37][CH:38]=1)[C:27]1[CH:32]=[CH:31][CH:30]=[CH:29][CH:28]=1. The catalyst class is: 241. (2) Reactant: C[O:2][C:3](=[O:18])[C:4]1[CH:9]=[CH:8][C:7]([CH2:10][N:11]2[CH:15]=[C:14]([CH2:16][OH:17])[N:13]=[CH:12]2)=[CH:6][CH:5]=1.[H-].[Na+].[CH2:21](Br)[C:22]1[CH:27]=[CH:26][CH:25]=[CH:24][CH:23]=1. Product: [CH2:21]([O:17][CH2:16][C:14]1[N:13]=[CH:12][N:11]([CH2:10][C:7]2[CH:8]=[CH:9][C:4]([C:3]([OH:2])=[O:18])=[CH:5][CH:6]=2)[CH:15]=1)[C:22]1[CH:27]=[CH:26][CH:25]=[CH:24][CH:23]=1. The catalyst class is: 118. (3) Reactant: [Zn](CC)[CH2:2]C.C(O)(C(F)(F)F)=O.C(I)I.[CH2:16]=[C:17]([C:19]1[CH:24]=[CH:23][CH:22]=[CH:21][CH:20]=1)[CH3:18]. Product: [CH3:16][C:17]1([C:19]2[CH:24]=[CH:23][CH:22]=[CH:21][CH:20]=2)[CH2:2][CH2:18]1. The catalyst class is: 2.